This data is from Forward reaction prediction with 1.9M reactions from USPTO patents (1976-2016). The task is: Predict the product of the given reaction. (1) Given the reactants [OH-].[K+].Br[CH2:4][C:5]([C:7]1[CH:12]=[C:11]([C:13]([CH3:16])([CH3:15])[CH3:14])[C:10]([OH:17])=[C:9]([C:18]([CH3:21])([CH3:20])[CH3:19])[CH:8]=1)=[O:6].Cl.[CH2:23]([OH:25])[CH3:24], predict the reaction product. The product is: [CH2:23]([O:25][CH2:4][C:5]([C:7]1[CH:12]=[C:11]([C:13]([CH3:16])([CH3:15])[CH3:14])[C:10]([OH:17])=[C:9]([C:18]([CH3:21])([CH3:20])[CH3:19])[CH:8]=1)=[O:6])[CH3:24]. (2) Given the reactants Br[C:2]1[CH:3]=[N:4][CH:5]=[C:6]([CH:21]=1)[C:7]([NH:9][C:10]1[CH:15]=[CH:14][C:13]([O:16][C:17]([F:20])([F:19])[F:18])=[CH:12][CH:11]=1)=[O:8].[N:22]1[CH:27]=[CH:26][CH:25]=[C:24](B(O)O)[CH:23]=1.[O-]P([O-])([O-])=O.[K+].[K+].[K+].CCO, predict the reaction product. The product is: [F:18][C:17]([F:20])([F:19])[O:16][C:13]1[CH:14]=[CH:15][C:10]([NH:9][C:7]([C:6]2[CH:21]=[C:2]([C:24]3[CH:23]=[N:22][CH:27]=[CH:26][CH:25]=3)[CH:3]=[N:4][CH:5]=2)=[O:8])=[CH:11][CH:12]=1. (3) Given the reactants [C:1]([O:4][C@H:5]([C:56]1[CH:61]=[CH:60][C:59]([F:62])=[CH:58][CH:57]=1)[CH2:6][CH2:7][C@H:8]1[C:11](=[O:12])[N:10]([C:13]2[CH:18]=[CH:17][C:16]([C:19]#[C:20][CH2:21][NH:22][S:23]([CH3:26])(=[O:25])=[O:24])=[CH:15][CH:14]=2)[C@@H:9]1[C:27]1[CH:32]=[CH:31][C:30]([C:33]2[CH:38]=[CH:37][C:36]([C:39]3([OH:47])[CH2:44][O:43][C:42]([CH3:46])([CH3:45])[O:41][CH2:40]3)=[CH:35][CH:34]=2)=[CH:29][C:28]=1[O:48][CH2:49][C:50]1[CH:55]=[CH:54][CH:53]=[CH:52][CH:51]=1)(=[O:3])[CH3:2], predict the reaction product. The product is: [C:1]([O:4][C@H:5]([C:56]1[CH:61]=[CH:60][C:59]([F:62])=[CH:58][CH:57]=1)[CH2:6][CH2:7][C@H:8]1[C:11](=[O:12])[N:10]([C:13]2[CH:14]=[CH:15][C:16]([CH2:19][CH2:20][CH2:21][NH:22][S:23]([CH3:26])(=[O:24])=[O:25])=[CH:17][CH:18]=2)[C@@H:9]1[C:27]1[CH:32]=[CH:31][C:30]([C:33]2[CH:38]=[CH:37][C:36]([C:39]3([OH:47])[CH2:40][O:41][C:42]([CH3:45])([CH3:46])[O:43][CH2:44]3)=[CH:35][CH:34]=2)=[CH:29][C:28]=1[O:48][CH2:49][C:50]1[CH:51]=[CH:52][CH:53]=[CH:54][CH:55]=1)(=[O:3])[CH3:2]. (4) Given the reactants [F:1][C:2]1[CH:7]=[C:6]([F:8])[CH:5]=[CH:4][C:3]=1I.[NH:10]1[C:18]2[C:13](=[C:14]([CH2:19][N:20]3[CH2:25][CH2:24][CH:23]([C:26]4[CH:27]=[C:28]([NH:32][C:33](=[O:37])[CH:34]([CH3:36])[CH3:35])[CH:29]=[CH:30][CH:31]=4)[CH2:22][CH2:21]3)[CH:15]=[CH:16][CH:17]=2)[CH:12]=[CH:11]1, predict the reaction product. The product is: [F:1][C:2]1[CH:7]=[C:6]([F:8])[CH:5]=[CH:4][C:3]=1[N:10]1[C:18]2[C:13](=[C:14]([CH2:19][N:20]3[CH2:25][CH2:24][CH:23]([C:26]4[CH:27]=[C:28]([NH:32][C:33](=[O:37])[CH:34]([CH3:35])[CH3:36])[CH:29]=[CH:30][CH:31]=4)[CH2:22][CH2:21]3)[CH:15]=[CH:16][CH:17]=2)[CH:12]=[CH:11]1.